This data is from Full USPTO retrosynthesis dataset with 1.9M reactions from patents (1976-2016). The task is: Predict the reactants needed to synthesize the given product. (1) Given the product [Br:1][C:2]1[C:11]([OH:12])=[C:10]([CH3:15])[CH:9]=[C:8]2[C:3]=1[CH:4]=[CH:5][CH:6]=[N:7]2, predict the reactants needed to synthesize it. The reactants are: [Br:1][C:2]1[C:11]([OH:12])=[C:10](Cl)[CH:9]=[C:8]2[C:3]=1[CH:4]=[CH:5][C:6](C)=[N:7]2.[CH3:15]C1C=C2C(C=CC=N2)=CC=1O. (2) Given the product [CH3:23][N:12]([CH2:11][C:9]1[N:10]=[C:6]2[CH:5]=[CH:4][CH:3]=[C:2]([N:31]([CH3:32])[CH:28]3[CH2:29][CH2:30][N:25]([CH3:24])[CH2:26][CH2:27]3)[N:7]2[CH:8]=1)[CH:13]1[C:22]2[N:21]=[CH:20][CH:19]=[CH:18][C:17]=2[CH2:16][CH2:15][CH2:14]1, predict the reactants needed to synthesize it. The reactants are: F[C:2]1[N:7]2[CH:8]=[C:9]([CH2:11][N:12]([CH3:23])[CH:13]3[C:22]4[N:21]=[CH:20][CH:19]=[CH:18][C:17]=4[CH2:16][CH2:15][CH2:14]3)[N:10]=[C:6]2[CH:5]=[CH:4][CH:3]=1.[CH3:24][N:25]1[CH2:30][CH2:29][CH:28]([NH:31][CH3:32])[CH2:27][CH2:26]1. (3) The reactants are: [N:1]([CH2:4][CH:5]1[O:9][C:8]2[CH:10]=[C:11]([F:22])[CH:12]=[C:13]([C:14]3[C:19]([Cl:20])=[CH:18][CH:17]=[CH:16][C:15]=3[Cl:21])[C:7]=2[O:6]1)=[N+]=[N-].C1(P(C2C=CC=CC=2)C2C=CC=CC=2)C=CC=CC=1.O.Cl. Given the product [Cl:21][C:15]1[CH:16]=[CH:17][CH:18]=[C:19]([Cl:20])[C:14]=1[C:13]1[C:7]2[O:6][CH:5]([CH2:4][NH2:1])[O:9][C:8]=2[CH:10]=[C:11]([F:22])[CH:12]=1, predict the reactants needed to synthesize it. (4) Given the product [Cl:22][C:19]1[CH:20]=[CH:21][C:16]([CH:12]2[CH2:13][CH2:14][CH2:15][N:10]([C:8]([C:6]3[CH:7]=[C:2]([N:27]([CH3:28])[CH3:26])[N:3]=[N:4][CH:5]=3)=[O:9])[CH2:11]2)=[C:17]([O:23][CH2:24][CH3:25])[CH:18]=1, predict the reactants needed to synthesize it. The reactants are: Cl[C:2]1[N:3]=[N:4][CH:5]=[C:6]([C:8]([N:10]2[CH2:15][CH2:14][CH2:13][CH:12]([C:16]3[CH:21]=[CH:20][C:19]([Cl:22])=[CH:18][C:17]=3[O:23][CH2:24][CH3:25])[CH2:11]2)=[O:9])[CH:7]=1.[CH3:26][NH:27][CH3:28]. (5) Given the product [C:18]([CH2:17][CH2:16][C:6]1[C:5]2[C:9](=[CH:10][C:2]([I:1])=[CH:3][CH:4]=2)[NH:8][C:7]=1[C:11]([OH:13])=[O:12])([OH:20])=[O:19], predict the reactants needed to synthesize it. The reactants are: [I:1][C:2]1[CH:10]=[C:9]2[C:5]([C:6]([CH2:16][CH2:17][C:18]([O:20]CC)=[O:19])=[C:7]([C:11]([O:13]CC)=[O:12])[NH:8]2)=[CH:4][CH:3]=1.O.O.O.[OH-].[Li+]. (6) Given the product [C:26]([C:25]1[CH:28]=[C:29]([F:30])[C:22]([NH:21][C:2]2[CH:16]=[C:15]([NH:17][CH:18]([CH3:20])[CH3:19])[C:5]([C:6]([NH:8][CH2:9][C@@H:10]([F:14])[CH2:11][O:12][CH3:13])=[O:7])=[CH:4][N:3]=2)=[N:23][CH:24]=1)#[N:27], predict the reactants needed to synthesize it. The reactants are: Cl[C:2]1[CH:16]=[C:15]([NH:17][CH:18]([CH3:20])[CH3:19])[C:5]([C:6]([NH:8][CH2:9][C@@H:10]([F:14])[CH2:11][O:12][CH3:13])=[O:7])=[CH:4][N:3]=1.[NH2:21][C:22]1[C:29]([F:30])=[CH:28][C:25]([C:26]#[N:27])=[CH:24][N:23]=1.C([O-])([O-])=O.[K+].[K+]. (7) Given the product [C:1]1([S:7]([C:8]2[C:16]3[C:11](=[CH:12][CH:13]=[CH:14][C:15]=3[CH2:17][CH2:18][CH2:19][OH:20])[NH:10][CH:9]=2)(=[O:22])=[O:40])[CH:2]=[CH:3][CH:4]=[CH:5][CH:6]=1, predict the reactants needed to synthesize it. The reactants are: [C:1]1([S:7][C:8]2[C:16]3[C:11](=[CH:12][CH:13]=[CH:14][C:15]=3[CH2:17][CH2:18][CH2:19][OH:20])[NH:10][CH:9]=2)[CH:6]=[CH:5][CH:4]=[CH:3][CH:2]=1.C(=O)([O-])[OH:22].[Na+].OOS([O-])=O.[K+].S([O-])(O[O-])(=O)=O.[K+].[K+].[OH2:40].